This data is from Forward reaction prediction with 1.9M reactions from USPTO patents (1976-2016). The task is: Predict the product of the given reaction. (1) Given the reactants C(OC([N:8]1[CH2:12][CH2:11][CH2:10][CH:9]1[CH2:13][N:14]([C:26](=[O:37])[C:27]1[CH:32]=[CH:31][C:30]([O:33][CH3:34])=[C:29]([O:35][CH3:36])[CH:28]=1)[CH2:15][C:16]1[CH:25]=[CH:24][C:23]2[C:18](=[CH:19][CH:20]=[CH:21][CH:22]=2)[CH:17]=1)=O)(C)(C)C.C(=O)(O)[O-].[Na+].C(#N)C, predict the reaction product. The product is: [CH3:36][O:35][C:29]1[CH:28]=[C:27]([CH:32]=[CH:31][C:30]=1[O:33][CH3:34])[C:26]([N:14]([CH2:15][C:16]1[CH:25]=[CH:24][C:23]2[C:18](=[CH:19][CH:20]=[CH:21][CH:22]=2)[CH:17]=1)[CH2:13][C@@H:9]1[CH2:10][CH2:11][CH2:12][NH:8]1)=[O:37]. (2) Given the reactants O.O.[Sn](Cl)Cl.[NH2:6][C:7]1[C:8]([N+:21]([O-])=O)=[CH:9][C:10]([Cl:20])=[C:11]([N:13]2[CH2:17][CH2:16][CH:15]([C:18]#[N:19])[CH2:14]2)[CH:12]=1, predict the reaction product. The product is: [NH2:21][C:8]1[C:7]([NH2:6])=[CH:12][C:11]([N:13]2[CH2:17][CH2:16][CH:15]([C:18]#[N:19])[CH2:14]2)=[C:10]([Cl:20])[CH:9]=1. (3) Given the reactants [C:1]([O:4][CH:5]1[CH2:9][CH2:8][CH2:7][C:6]1=[O:10])(=[O:3])[CH3:2].Br[Mg][C:13]#[CH:14], predict the reaction product. The product is: [C:1]([O:4][CH:5]1[CH2:9][CH2:8][CH2:7][C:6]1([C:13]#[CH:14])[OH:10])(=[O:3])[CH3:2]. (4) Given the reactants [F:1][C:2]1[CH:3]=[C:4]([CH:16]2[CH2:21][CH2:20][CH:19]([CH2:22][C:23]([O:25][CH3:26])=[O:24])[CH2:18][CH2:17]2)[CH:5]=[CH:6][C:7]=1OS(C(F)(F)F)(=O)=O.[Si:27]([O:34][CH2:35][CH2:36][NH2:37])([C:30]([CH3:33])([CH3:32])[CH3:31])([CH3:29])[CH3:28].C(=O)([O-])[O-].[Cs+].[Cs+].CC(C1C=C(C(C)C)C(C2C=CC=CC=2P(C2CCCCC2)C2CCCCC2)=C(C(C)C)C=1)C, predict the reaction product. The product is: [C:30]([Si:27]([CH3:29])([CH3:28])[O:34][CH2:35][CH2:36][NH:37][C:7]1[CH:6]=[CH:5][C:4]([CH:16]2[CH2:21][CH2:20][CH:19]([CH2:22][C:23]([O:25][CH3:26])=[O:24])[CH2:18][CH2:17]2)=[CH:3][C:2]=1[F:1])([CH3:33])([CH3:32])[CH3:31]. (5) Given the reactants [CH3:1][O:2][C:3]1[CH:4]=[C:5]2[C:10](=[CH:11][C:12]=1[O:13][CH3:14])[N:9]=[CH:8][CH:7]=[C:6]2[S:15][C:16]1[S:17][C:18]([NH2:21])=[CH:19][N:20]=1.N1C=CC=CC=1.Cl[C:29](OC1C=CC([N+]([O-])=O)=CC=1)=[O:30].[NH2:41][C:42]1[S:43][CH:44]=[CH:45][N:46]=1, predict the reaction product. The product is: [CH3:1][O:2][C:3]1[CH:4]=[C:5]2[C:10](=[CH:11][C:12]=1[O:13][CH3:14])[N:9]=[CH:8][CH:7]=[C:6]2[S:15][C:16]1[S:17][C:18]([NH:21][C:29]([NH:41][C:42]2[S:43][CH:44]=[CH:45][N:46]=2)=[O:30])=[CH:19][N:20]=1.